This data is from Peptide-MHC class I binding affinity with 185,985 pairs from IEDB/IMGT. The task is: Regression. Given a peptide amino acid sequence and an MHC pseudo amino acid sequence, predict their binding affinity value. This is MHC class I binding data. The peptide sequence is FCSDALTLI. The MHC is HLA-A02:03 with pseudo-sequence HLA-A02:03. The binding affinity (normalized) is 0.523.